This data is from Forward reaction prediction with 1.9M reactions from USPTO patents (1976-2016). The task is: Predict the product of the given reaction. (1) Given the reactants [CH2:1]([O:8][CH2:9][CH2:10][CH2:11][CH2:12][O:13][C:14]1[N:19]=[C:18]([NH:20]C(=O)C(C)(C)C)[C:17]([CH:27]=[CH:28][O:29][CH3:30])=[CH:16][CH:15]=1)[C:2]1[CH:7]=[CH:6][CH:5]=[CH:4][CH:3]=1.[OH-].[K+], predict the reaction product. The product is: [CH2:1]([O:8][CH2:9][CH2:10][CH2:11][CH2:12][O:13][C:14]1[N:19]=[C:18]([NH2:20])[C:17]([CH:27]=[CH:28][O:29][CH3:30])=[CH:16][CH:15]=1)[C:2]1[CH:7]=[CH:6][CH:5]=[CH:4][CH:3]=1. (2) Given the reactants CC[N:3]=C=NCCCN(C)C.[CH2:12]([O:14][C:15](=[O:50])[CH2:16][CH:17]([C:22]1[CH:27]=[CH:26][CH:25]=[C:24]([CH2:28][O:29][C:30]2[CH:35]=[CH:34][C:33]([C:36]3[CH:41]=[C:40]([O:42][CH3:43])[CH:39]=[CH:38][C:37]=3[F:44])=[C:32]([CH2:45][C:46]([CH3:49])([CH3:48])[CH3:47])[CH:31]=2)[CH:23]=1)[CH2:18][C:19](O)=[O:20])[CH3:13].C(N(CC)CC)C.O, predict the reaction product. The product is: [NH2:3][C:19](=[O:20])[CH2:18][CH:17]([C:22]1[CH:27]=[CH:26][CH:25]=[C:24]([CH2:28][O:29][C:30]2[CH:35]=[CH:34][C:33]([C:36]3[CH:41]=[C:40]([O:42][CH3:43])[CH:39]=[CH:38][C:37]=3[F:44])=[C:32]([CH2:45][C:46]([CH3:49])([CH3:48])[CH3:47])[CH:31]=2)[CH:23]=1)[CH2:16][C:15]([O:14][CH2:12][CH3:13])=[O:50]. (3) The product is: [CH:5]1([CH2:8][NH:9][C:12](=[O:11])[C:13]2[CH:18]=[CH:17][C:16]([O:19][CH2:20][C:21]3[C:22]([C:27]4[CH:32]=[CH:31][CH:30]=[C:29]([F:33])[CH:28]=4)=[N:23][O:24][C:25]=3[CH3:26])=[N:15][CH:14]=2)[CH2:7][CH2:6]1. Given the reactants C[Al](C)C.[CH:5]1([CH2:8][NH2:9])[CH2:7][CH2:6]1.C[O:11][C:12](=O)[C:13]1[CH:18]=[CH:17][C:16]([O:19][CH2:20][C:21]2[C:22]([C:27]3[CH:32]=[CH:31][CH:30]=[C:29]([F:33])[CH:28]=3)=[N:23][O:24][C:25]=2[CH3:26])=[N:15][CH:14]=1.O, predict the reaction product. (4) Given the reactants Cl.[F:2][C@H:3]1[C@@H:8]([O:9][C:10]2[CH:17]=[CH:16][C:15]([C:18]3[N:23]=[C:22]([NH:24][C:25]4[CH:30]=[CH:29][C:28]([S:31]([CH3:34])(=[O:33])=[O:32])=[C:27]([O:35][CH3:36])[CH:26]=4)[N:21]=[CH:20][N:19]=3)=[CH:14][C:11]=2[C:12]#[N:13])[CH2:7][CH2:6][NH:5][CH2:4]1.[C:37](O)(=[O:41])[C@H:38]([CH3:40])[OH:39].C(N(CC)C(C)C)(C)C.CN(C(ON1N=NC2C=CC=NC1=2)=[N+](C)C)C.F[P-](F)(F)(F)(F)F, predict the reaction product. The product is: [F:2][C@H:3]1[C@@H:8]([O:9][C:10]2[CH:17]=[CH:16][C:15]([C:18]3[N:23]=[C:22]([NH:24][C:25]4[CH:30]=[CH:29][C:28]([S:31]([CH3:34])(=[O:33])=[O:32])=[C:27]([O:35][CH3:36])[CH:26]=4)[N:21]=[CH:20][N:19]=3)=[CH:14][C:11]=2[C:12]#[N:13])[CH2:7][CH2:6][N:5]([C:37](=[O:41])[C@@H:38]([OH:39])[CH3:40])[CH2:4]1. (5) Given the reactants Br[C:2]1[CH:3]=[C:4]([N:8]([CH3:51])[C:9]([N:11]2[C:15]3[N:16]=[C:17]([N:45]4[CH2:50][CH2:49][O:48][CH2:47][CH2:46]4)[N:18]=[C:19]([C:20]4[CH:21]=[N:22][C:23]([N:26]([CH2:36][C:37]5[CH:42]=[CH:41][C:40]([O:43][CH3:44])=[CH:39][CH:38]=5)[CH2:27][C:28]5[CH:33]=[CH:32][C:31]([O:34][CH3:35])=[CH:30][CH:29]=5)=[N:24][CH:25]=4)[C:14]=3[CH2:13][CH2:12]2)=[O:10])[CH:5]=[CH:6][CH:7]=1.COC1C=CC=C(OC)C=1C1C=CC=CC=1P(C1CCCCC1)C1CCCCC1.P([O-])([O-])([O-])=O.[K+].[K+].[K+].[N:89]1([CH2:95][CH2:96][OH:97])[CH2:94][CH2:93][NH:92][CH2:91][CH2:90]1, predict the reaction product. The product is: [OH:97][CH2:96][CH2:95][N:89]1[CH2:94][CH2:93][N:92]([C:2]2[CH:3]=[C:4]([N:8]([CH3:51])[C:9]([N:11]3[C:15]4[N:16]=[C:17]([N:45]5[CH2:50][CH2:49][O:48][CH2:47][CH2:46]5)[N:18]=[C:19]([C:20]5[CH:21]=[N:22][C:23]([N:26]([CH2:36][C:37]6[CH:42]=[CH:41][C:40]([O:43][CH3:44])=[CH:39][CH:38]=6)[CH2:27][C:28]6[CH:33]=[CH:32][C:31]([O:34][CH3:35])=[CH:30][CH:29]=6)=[N:24][CH:25]=5)[C:14]=4[CH2:13][CH2:12]3)=[O:10])[CH:5]=[CH:6][CH:7]=2)[CH2:91][CH2:90]1. (6) Given the reactants Br[C:2]1[CH:3]=[C:4]2[C:11]3([CH:15]=[C:14]([F:16])[C:13]([NH2:17])=[N:12]3)[C:10]([CH3:19])([CH3:18])[CH2:9][O:8][C:5]2=[CH:6][CH:7]=1.[N:20]1[CH:25]=[C:24](B(O)O)[CH:23]=[N:22][CH:21]=1, predict the reaction product. The product is: [F:16][C:14]1[C:13]([NH2:17])=[N:12][C:11]2([C:4]3[C:5](=[CH:6][CH:7]=[C:2]([C:24]4[CH:25]=[N:20][CH:21]=[N:22][CH:23]=4)[CH:3]=3)[O:8][CH2:9][C:10]2([CH3:19])[CH3:18])[CH:15]=1. (7) Given the reactants [CH3:1][O:2][C:3]1[CH:4]=[C:5]([CH:8]=[C:9]([O:11][CH3:12])[CH:10]=1)[CH2:6]Br.[C:13]([Si:15]([CH3:18])([CH3:17])[CH3:16])#[CH:14], predict the reaction product. The product is: [CH3:1][O:2][C:3]1[CH:4]=[C:5]([CH2:6][C:14]#[C:13][Si:15]([CH3:18])([CH3:17])[CH3:16])[CH:8]=[C:9]([O:11][CH3:12])[CH:10]=1.